Dataset: TCR-epitope binding with 47,182 pairs between 192 epitopes and 23,139 TCRs. Task: Binary Classification. Given a T-cell receptor sequence (or CDR3 region) and an epitope sequence, predict whether binding occurs between them. (1) The TCR CDR3 sequence is CASSMSAGGTDTQYF. Result: 0 (the TCR does not bind to the epitope). The epitope is LPAADLDDF. (2) The epitope is DATYQRTRALVR. The TCR CDR3 sequence is CASSLTQSAEQYF. Result: 0 (the TCR does not bind to the epitope). (3) The TCR CDR3 sequence is CASSLSGYNEQFF. The epitope is IPIQASLPF. Result: 1 (the TCR binds to the epitope). (4) The epitope is AVFDRKSDAK. The TCR CDR3 sequence is CASRAGEHFYEQYF. Result: 1 (the TCR binds to the epitope).